Dataset: Drug-target binding data from BindingDB using IC50 measurements. Task: Regression. Given a target protein amino acid sequence and a drug SMILES string, predict the binding affinity score between them. We predict pIC50 (pIC50 = -log10(IC50 in M); higher means more potent). Dataset: bindingdb_ic50. (1) The drug is C[C@H](NC(=O)[C@H](N)CCCNC(=N)N)C(=O)N[C@H]1CSSC[C@@H](C(=O)O)NC(=O)[C@H](Cc2ccccc2)NC(=O)[C@H](Cc2ccccc2)NC(=O)[C@H](CCCNC(=N)N)NC1=O. The target protein (P61073) has sequence MEGISIYTSDNYTEEMGSGDYDSMKEPCFREENANFNKIFLPTIYSIIFLTGIVGNGLVILVMGYQKKLRSMTDKYRLHLSVADLLFVITLPFWAVDAVANWYFGNFLCKAVHVIYTVNLYSSVLILAFISLDRYLAIVHATNSQRPRKLLAEKVVYVGVWIPALLLTIPDFIFANVSEADDRYICDRFYPNDLWVVVFQFQHIMVGLILPGIVILSCYCIIISKLSHSKGHQKRKALKTTVILILAFFACWLPYYIGISIDSFILLEIIKQGCEFENTVHKWISITEALAFFHCCLNPILYAFLGAKFKTSAQHALTSVSRGSSLKILSKGKRGGHSSVSTESESSSFHSS. The pIC50 is 5.0. (2) The drug is C[C@]1(C(F)F)C[C@@H](NC(=O)Nc2ccc3c(c2)NC(=O)CC3)c2ccccc2O1. The target protein (Q8NER1) has sequence MKKWSSTDLGAAADPLQKDTCPDPLDGDPNSRPPPAKPQLSTAKSRTRLFGKGDSEEAFPVDCPHEEGELDSCPTITVSPVITIQRPGDGPTGARLLSQDSVAASTEKTLRLYDRRSIFEAVAQNNCQDLESLLLFLQKSKKHLTDNEFKDPETGKTCLLKAMLNLHDGQNTTIPLLLEIARQTDSLKELVNASYTDSYYKGQTALHIAIERRNMALVTLLVENGADVQAAAHGDFFKKTKGRPGFYFGELPLSLAACTNQLGIVKFLLQNSWQTADISARDSVGNTVLHALVEVADNTADNTKFVTSMYNEILMLGAKLHPTLKLEELTNKKGMTPLALAAGTGKIGVLAYILQREIQEPECRHLSRKFTEWAYGPVHSSLYDLSCIDTCEKNSVLEVIAYSSSETPNRHDMLLVEPLNRLLQDKWDRFVKRIFYFNFLVYCLYMIIFTMAAYYRPVDGLPPFKMEKTGDYFRVTGEILSVLGGVYFFFRGIQYFLQRR.... The pIC50 is 7.0. (3) The drug is Cc1cnccc1-c1cc(-c2ccc(S(C)=O)cc2)[nH]c1-c1ccc(F)cc1. The target protein (P70618) has sequence MSQERPTFYRQELNKTVWEVPERYQNLSPVGSGAYGSVCAAFDTKTGHRVAVKKLSRPFQSIIHAKRTYRELRLLKHMKHENVIGLLDVFTPARSLEEFNDVYLVTHLMGADLNNIVKCQKLTDDHVQFLIYQILRGLKYIHSADIIHRDLKPSNLAVNEDCELKILDFGLARHTDDEMTGYVATRWYRAPEIMLNWMHYNQTVDIWSVGCIMAELLTGRTLFPGTDHIDQLKLILRLVGTPGAELLKKISSESARNYIQSLAQMPKMNFANVFIGANPLAVDLLEKMLVLDSDKRITAAQALAHAYFAQYHDPDDEPVAEPYDQSFESRDFLIDEWKSLTYDEVISFVPPPLDQEEMES. The pIC50 is 6.6. (4) The drug is COc1cc(O)c2c(=O)oc3cc(O)c(O)cc3c2c1. The target protein (Q58D13) has sequence MAVSAQLLVEELQIFGLECEEAVIEKLVELCILYGQNEEGMASELIAFCTSTRKDCFTLETLNSFEHEFLSKRVSKTRHGASKDKGLRHAGARDIVSIQELIEVEEEEETLLNSYTTPSKGSQKRTITTPETPLTKRSVSARSPHQLLSPSSFSPSATPPQKYSSRSNRGEVVTSFGSAQGVSWSGRGGASPLSLKVLGHPEPLTGSYKYMFQKLPDIREVLTCKIEELGSELKEHYKIEAFAPILVPAQEPVTLLGQIGCDSNGKLNHKSVILEGDLEHSSGAQIPVDLSELKEYSLFPGQVVVMEGINTTGRKLVATRLYEGVPLPFHQPDEEDGDSEQFMVLVACGPYTTSDSITFDPLLDLITIINRDRPDVCILFGPFLDAKHEQVESCLLTSSFEDVFKQCLRTIIEGTRSSGSHLIIVPSLRDVHHEPVYPQPPFSCSDLLREDKKRVRLVSEPCTLSINGVIFGLTSTDLLFHMGAEEISSSSGTSDRFSRI.... The pIC50 is 3.7. (5) The compound is C[C@@H]1O[C@@H](Oc2c(-c3ccc(O)c(O)c3)oc3cc(O)cc(O)c3c2=O)[C@H](O)[C@H](O)[C@H]1O. The target protein (P03469) has sequence MNPNQKIITIGSICMAIGIISLILQIGNIISIWVSHSIQTGSQNHTGICNQRIITYENSTWVNQTYVNISNTNVVAGKDTTSMTLAGNSSLCPIRGWAIYSKDNSIRIGSKGDVFVIREPFISCSHLECRTFFLTQGALLNDKHSNGTVKDRSPYRALMSCPIGEAPSPYNSRFESVAWSASACHDGMGWLTIGISGPDDGAVAVLKYNGIITETIKSWRKQILRTQESECVCVNGSCFTIMTDGPSDGPASYRIFKIEKGKITKSIELDAPNSHYEECSCYPDTGTVMCVCRDNWHGSNRPWVSFNQNLDYQIGYICSGVFGDNPRPKDGKGSCDPVNVDGADGVKGFSYRYGNGVWIGRTKSNSSRKGFEMIWDPNGWTDTDSNFLVKQDVVAMTDWSGYSGSFVQHPELTGLDCMRPCFWVELIRGRPREKTTIWTSGSSISFCGVNSDTVNWSWPDGAELPFTIDK. The pIC50 is 4.0. (6) The drug is C[C@]1(/C=C\c2ccccn2)[C@H](C(=O)[O-])N2C(=O)C[C@H]2S1(=O)=O. The target protein sequence is MTENKGSSQPKKNGNNGGKSNSKKNRNVKRTIIKIIGFMIIAFFVVLLLGILLFAYYAWKAPAFTEAKLQDPIPAKIYDKNGELVKTLDNGQRHEHVNLKDVPKSMKDAVLATEDNRFYEHGALDYKRLFGAIGKNLTGGFGSEGASTLTQQVVKDAFLSQHKSIGRKAQEAYLSYRLEQEYSKDDIFQVYLNKIYYSDGVTGIKAAAKYYFNKDLKDLNLAEEAYLAGLPQVPNNYNIYDHPKAAEDRKNTVLYLMHYHKRITDKQWEDAKKIDLKANLVNRTAEERQNIDTNQDSEYNSYVNFVKSELMNNKAFKDENLGNVLQSGIKIYTNMDKDVQKTLQNDVDNGSFYKNKDQQVGATILDSKTGGLVAISGGRDFKDVVNRNQATDPHPTGSSLKPFLAYGPAIENMKWATNHAIQDESSYQVDGSTFRNYDTKSHGTVSIYDALRQSFNIPALKAWQSVKQNAGNDAPKKFAAKLGLNYEGDIGPSEVLGGSA.... The pIC50 is 3.8. (7) The compound is COc1ccc(NC(=S)NN=C2C(=O)Nc3ccccc32)cc1. The target protein (P17252) has sequence MADVFPGNDSTASQDVANRFARKGALRQKNVHEVKDHKFIARFFKQPTFCSHCTDFIWGFGKQGFQCQVCCFVVHKRCHEFVTFSCPGADKGPDTDDPRSKHKFKIHTYGSPTFCDHCGSLLYGLIHQGMKCDTCDMNVHKQCVINVPSLCGMDHTEKRGRIYLKAEVADEKLHVTVRDAKNLIPMDPNGLSDPYVKLKLIPDPKNESKQKTKTIRSTLNPQWNESFTFKLKPSDKDRRLSVEIWDWDRTTRNDFMGSLSFGVSELMKMPASGWYKLLNQEEGEYYNVPIPEGDEEGNMELRQKFEKAKLGPAGNKVISPSEDRKQPSNNLDRVKLTDFNFLMVLGKGSFGKVMLADRKGTEELYAIKILKKDVVIQDDDVECTMVEKRVLALLDKPPFLTQLHSCFQTVDRLYFVMEYVNGGDLMYHIQQVGKFKEPQAVFYAAEISIGLFFLHKRGIIYRDLKLDNVMLDSEGHIKIADFGMCKEHMMDGVTTRTFCG.... The pIC50 is 4.3. (8) The small molecule is S=c1[nH]ncn2c1cc1oc3ccccc3c12. The target protein sequence is MSTNPKPQRKTKRNTNRRPQDVKFPGGGQIVGGVYLLPRRGPRLGVRATRKTSERSQPRGRRQPIPKDQRTTGKSWGKPGYPWPLYGNEGLGWAGWLLSPRGSRPSWGPNDPRHRSRNVGKVIDTL. The pIC50 is 4.3. (9) The small molecule is CC(C)CCNC(=O)[C@H](Cc1ccccc1)N=CC1C(=O)Nc2ccc(Cl)cc21. The target protein sequence is MEYHMEYSPNEVIKQEREVFVGKEKSGSKFKRKRSIFIVLTVSICFMFALMLFYFTRNENNKTLFTNSLSNNINDDYIINSLLKSESGKKFIVSKLEELISSYDKEKKMRTTGAEENNMNMNGIDDKDNKSVSFVNKKNGNLKVNNNNQVSYSNLFDTKFLMDNLETVNLFYIFLKENNKKYETSEEMQKRFIIFSENYRKIELHNKKTNSLYKRGMNKFGDLSPEEFRSKYLNLKTHGPFKTLSPPVSYEANYEDVIKKYKPADAKLDRIAYDWRLHGGVTPVKDQALCGSCWAFSSVGSVESQYAIRKKALFLFSEQELVDCSVKNNGCYGGYITNAFDDMIDLGGLCSQDDYPYVSNLPETCNLKRCNERYTIKSYVSIPDDKFKEALRYLGPISISIAASDDFAFYRGGFYDGECGAAPNHAVILVGYGMKDIYNEDTGRMEKFYYYIIKNSWGSDWGEGGYINLETDENGYKKTCSIGTEAYVPLLE. The pIC50 is 4.3. (10) The small molecule is CSCC[C@H](NC(=O)[C@@H](Cc1ccc(O)c(C)c1C)NC(=O)[C@@H](NC(=O)[C@H](CS)NC=O)C(C)C)C(=O)O. The target protein (P29702) has sequence MAAADGVGEAAQGGDPGQPEPPPPPQPHPPPPPPQPPQEEAAAASPIDDGFLSLDSPTYVLYRDRPEWADIDPVPQNDGPNPVVQIIYSEKFQDVYDYFRAVLQRDERSERAFKLTRDAIELNAANYTVWHFRRVLLKSLQKDLHEEMNYISAIIEEQPKNYQVWHHRRVLVEWLRDPSQELEFIADILTQDAKNYHAWQHRQWVIQEFKLWDNELQYVDQLLKEDVRNNSVWNQRYFVISNTTGYNDRAILEREVQYTLEMIKLVPHNESAWNYLKGILQDRGLSKYPNLLNQLLDLQPSHSSPYLIAFLVDIYEDMLENQCDNKEDILNKALELCEILAKEKDTIRKEYWRYIGRSLQSKHSTESDPPTNVQQ. The pIC50 is 4.0.